From a dataset of Reaction yield outcomes from USPTO patents with 853,638 reactions. Predict the reaction yield, written as a fraction of the theoretical maximum amount of product (1.0 means a 100% yield; for example, 0.34 means a 34% yield). (1) The reactants are [CH2:1]([Mg]Br)[C:2]1[CH:7]=[CH:6][CH:5]=[CH:4][CH:3]=1.[CH3:10][C:11]1[CH2:16][CH:15]([CH3:17])[CH2:14][C:13](=[O:18])[CH:12]=1. The catalyst is C(OCC)C.Cl[Cu]. The product is [CH2:1]([C:11]1([CH3:10])[CH2:16][CH:15]([CH3:17])[CH2:14][C:13](=[O:18])[CH2:12]1)[C:2]1[CH:7]=[CH:6][CH:5]=[CH:4][CH:3]=1. The yield is 0.530. (2) The reactants are [N+:1]([C:4]1[CH:9]=[CH:8][C:7]([C@H:10]2[CH2:14][CH2:13][C@H:12]([C:15]3[CH:20]=[CH:19][C:18]([N+:21]([O-])=O)=[CH:17][CH:16]=3)[N:11]2[C:24]2[CH:29]=[CH:28][C:27]([N:30]3[CH2:35][CH2:34][O:33][CH2:32][CH2:31]3)=[CH:26][CH:25]=2)=[CH:6][CH:5]=1)([O-])=O.[H][H]. The catalyst is O1CCCC1.[Ni]. The product is [O:33]1[CH2:34][CH2:35][N:30]([C:27]2[CH:28]=[CH:29][C:24]([N:11]3[C@@H:12]([C:15]4[CH:20]=[CH:19][C:18]([NH2:21])=[CH:17][CH:16]=4)[CH2:13][CH2:14][C@@H:10]3[C:7]3[CH:6]=[CH:5][C:4]([NH2:1])=[CH:9][CH:8]=3)=[CH:25][CH:26]=2)[CH2:31][CH2:32]1. The yield is 0.440. (3) The reactants are [C:1]1(B(O)O)[CH:6]=[CH:5][CH:4]=[CH:3][CH:2]=1.Br[C:11]1[CH:12]=[C:13]2[C:17](=[CH:18][CH:19]=1)[NH:16][CH:15]=[C:14]2[CH2:20][CH2:21][NH:22][C:23]([C:25]1[CH:29]=[C:28]([CH2:30][C:31]2[CH:36]=[C:35]([F:37])[CH:34]=[CH:33][C:32]=2[F:38])[O:27][N:26]=1)=[O:24].C(=O)([O-])[O-].[Na+].[Na+]. The catalyst is COCCOC.O.C1C=CC([P]([Pd]([P](C2C=CC=CC=2)(C2C=CC=CC=2)C2C=CC=CC=2)([P](C2C=CC=CC=2)(C2C=CC=CC=2)C2C=CC=CC=2)[P](C2C=CC=CC=2)(C2C=CC=CC=2)C2C=CC=CC=2)(C2C=CC=CC=2)C2C=CC=CC=2)=CC=1. The product is [F:38][C:32]1[CH:33]=[CH:34][C:35]([F:37])=[CH:36][C:31]=1[CH2:30][C:28]1[O:27][N:26]=[C:25]([C:23]([NH:22][CH2:21][CH2:20][C:14]2[C:13]3[C:17](=[CH:18][CH:19]=[C:11]([C:1]4[CH:6]=[CH:5][CH:4]=[CH:3][CH:2]=4)[CH:12]=3)[NH:16][CH:15]=2)=[O:24])[CH:29]=1. The yield is 0.0600. (4) The reactants are [NH2:1][C:2]1[CH:3]=[N:4][CH:5]=[C:6]([Cl:9])[C:7]=1[OH:8].Cl[S:11]([C:14]1[CH:15]=[C:16]([CH:21]=[CH:22][CH:23]=1)[C:17]([O:19][CH3:20])=[O:18])(=[O:13])=[O:12]. The catalyst is N1C=CC=CC=1.CN(C1C=CN=CC=1)C. The product is [Cl:9][C:6]1[C:7]([OH:8])=[C:2]([NH:1][S:11]([C:14]2[CH:15]=[C:16]([CH:21]=[CH:22][CH:23]=2)[C:17]([O:19][CH3:20])=[O:18])(=[O:13])=[O:12])[CH:3]=[N:4][CH:5]=1. The yield is 0.140. (5) The reactants are [F:1][C:2]1[CH:9]=[CH:8][C:5]([C:6]#[N:7])=[C:4]([S:10][CH3:11])[CH:3]=1.S(C)C.CO.Cl. The catalyst is O1CCCC1.C(OCC)(=O)C.O. The product is [F:1][C:2]1[CH:9]=[CH:8][C:5]([CH2:6][NH2:7])=[C:4]([S:10][CH3:11])[CH:3]=1. The yield is 0.760. (6) No catalyst specified. The reactants are [NH:1]1[C:9]2[C:4](=[CH:5][CH:6]=[CH:7][C:8]=2[CH2:10][CH2:11][C:12]2[CH:21]=[CH:20][C:15]([C:16]([O:18][CH3:19])=[O:17])=[CH:14][CH:13]=2)[CH2:3][CH2:2]1.BrC1C=CC=C2C=1CNC2.C(C1C=CC(C(OC)=O)=CC=1)=C. The product is [CH2:9]1[C:4]2[C:3](=[C:8]([CH2:10][CH2:11][C:12]3[CH:13]=[CH:14][C:15]([C:16]([O:18][CH3:19])=[O:17])=[CH:20][CH:21]=3)[CH:7]=[CH:6][CH:5]=2)[CH2:2][NH:1]1. The yield is 0.430. (7) The reactants are [C:1]([C:5]1[C:6]([O:13][CH2:14][CH2:15][CH3:16])=[C:7]([CH:10]=[CH:11][CH:12]=1)[CH:8]=O)([CH3:4])([CH3:3])[CH3:2].[CH3:17][NH2:18].[BH4-].[Na+].O. The catalyst is CO. The product is [C:1]([C:5]1[C:6]([O:13][CH2:14][CH2:15][CH3:16])=[C:7]([CH:10]=[CH:11][CH:12]=1)[CH2:8][NH:18][CH3:17])([CH3:4])([CH3:3])[CH3:2]. The yield is 0.960. (8) The reactants are C(N(CC)CC)C.[N:8]([C:11]1[CH:18]=[CH:17][C:14]([C:15]#[N:16])=[C:13]([C:19]([F:22])([F:21])[F:20])[CH:12]=1)=[C:9]=[S:10].[NH2:23][C:24]1([C:29]#[N:30])[CH2:28][CH2:27][CH2:26][CH2:25]1.ClCCl.CC(C)=O. The catalyst is C1COCC1. The product is [NH:30]=[C:29]1[C:24]2([CH2:28][CH2:27][CH2:26][CH2:25]2)[NH:23][C:9](=[S:10])[N:8]1[C:11]1[CH:18]=[CH:17][C:14]([C:15]#[N:16])=[C:13]([C:19]([F:20])([F:22])[F:21])[CH:12]=1. The yield is 0.730.